This data is from Peptide-MHC class I binding affinity with 185,985 pairs from IEDB/IMGT. The task is: Regression. Given a peptide amino acid sequence and an MHC pseudo amino acid sequence, predict their binding affinity value. This is MHC class I binding data. (1) The peptide sequence is TPKPAVRFAI. The MHC is HLA-B45:01 with pseudo-sequence HLA-B45:01. The binding affinity (normalized) is 0. (2) The peptide sequence is LYTVKFPNLI. The MHC is HLA-A29:02 with pseudo-sequence HLA-A29:02. The binding affinity (normalized) is 0.